This data is from Full USPTO retrosynthesis dataset with 1.9M reactions from patents (1976-2016). The task is: Predict the reactants needed to synthesize the given product. (1) The reactants are: [F:1][C:2]1([C:9]([O:11][CH3:12])=[O:10])[CH2:7][CH:6]2[O:8][CH:3]1[CH:4]=[CH:5]2.[H][H]. Given the product [F:1][C@:2]1([C:9]([O:11][CH3:12])=[O:10])[CH2:7][C@H:6]2[O:8][C@@H:3]1[CH2:4][CH2:5]2, predict the reactants needed to synthesize it. (2) Given the product [Cl:14][C:15]1[CH:20]=[CH:19][C:18]([CH:21]2[CH2:26][CH2:25][CH2:24][N:23]([C:7]([C:6]3[CH:10]=[CH:11][N:12]=[C:4]([NH:3][CH3:2])[CH:5]=3)=[O:9])[CH2:22]2)=[C:17]([O:27][CH2:28][CH3:29])[CH:16]=1, predict the reactants needed to synthesize it. The reactants are: Cl.[CH3:2][NH:3][C:4]1[CH:5]=[C:6]([CH:10]=[CH:11][N:12]=1)[C:7]([OH:9])=O.Cl.[Cl:14][C:15]1[CH:20]=[CH:19][C:18]([CH:21]2[CH2:26][CH2:25][CH2:24][NH:23][CH2:22]2)=[C:17]([O:27][CH2:28][CH3:29])[CH:16]=1.C(N(CC)CC)C.CCCP(=O)=O.C(Cl)CCl. (3) Given the product [CH3:2][O:3][C:4](=[O:18])[C:5]1[C:10]([OH:11])=[CH:9][CH:8]=[CH:7][C:6]=1[O:12][CH2:13][CH2:14][CH2:15][CH2:16][NH:17][C:28](=[O:29])[C@@H:27]([NH:26][C:24](=[O:23])[CH3:50])[CH2:31][C:32]1[CH:37]=[CH:36][C:35]([C:38]2[S:42](=[O:44])(=[O:43])[NH:41][C:40](=[O:49])[CH:39]=2)=[CH:34][CH:33]=1, predict the reactants needed to synthesize it. The reactants are: Cl.[CH3:2][O:3][C:4](=[O:18])[C:5]1[C:10]([OH:11])=[CH:9][CH:8]=[CH:7][C:6]=1[O:12][CH2:13][CH2:14][CH2:15][CH2:16][NH2:17].C([O:23][C:24]([NH:26][C@@H:27]([CH2:31][C:32]1[CH:37]=[CH:36][C:35]([C:38]2[S:42](=[O:44])(=[O:43])[N:41](C(C)(C)C)[C:40](=[O:49])[CH:39]=2)=[CH:34][CH:33]=1)[C:28](O)=[O:29])=O)(C)(C)C.[CH2:50](Cl)CCl.C1C=CC2N(O)N=NC=2C=1.CCN(C(C)C)C(C)C. (4) Given the product [Cl:1][C:2]1[N:7]=[C:6]([N:12]2[CH2:17][CH2:16][CH2:15][CH2:14][CH2:13]2)[C:5]([N+:9]([O-:11])=[O:10])=[CH:4][N:3]=1, predict the reactants needed to synthesize it. The reactants are: [Cl:1][C:2]1[N:7]=[C:6](Cl)[C:5]([N+:9]([O-:11])=[O:10])=[CH:4][N:3]=1.[NH:12]1[CH2:17][CH2:16][CH2:15][CH2:14][CH2:13]1. (5) Given the product [CH2:1]([C:8]1[CH:9]=[C:10]([C:23](=[O:25])[CH3:24])[CH:11]=[CH:12][CH:13]=1)[C:2]1[CH:7]=[CH:6][CH:5]=[CH:4][CH:3]=1, predict the reactants needed to synthesize it. The reactants are: [CH2:1]([C:8]1[CH:9]=[C:10](Br)[CH:11]=[CH:12][CH:13]=1)[C:2]1[CH:7]=[CH:6][CH:5]=[CH:4][CH:3]=1.C([Li])CCC.CON(C)[C:23](=[O:25])[CH3:24]. (6) Given the product [CH:9]1([O:8][C:5]2[CH:6]=[CH:7][C:2]([CH:25]=[O:26])=[CH:3][CH:4]=2)[CH2:11][CH2:10]1, predict the reactants needed to synthesize it. The reactants are: Br[C:2]1[CH:7]=[CH:6][C:5]([O:8][CH:9]2[CH2:11][CH2:10]2)=[CH:4][CH:3]=1.C([Li])CCC.CCCCCC.CN(C)[CH:25]=[O:26].[Cl-].[NH4+].